From a dataset of Catalyst prediction with 721,799 reactions and 888 catalyst types from USPTO. Predict which catalyst facilitates the given reaction. (1) Reactant: [CH3:1][O:2][C:3](=[O:18])[CH:4]([NH2:17])[CH2:5][C:6]1[CH:7]=[C:8]2[C:12](=[C:13]([CH2:15][CH3:16])[CH:14]=1)[NH:11][N:10]=[CH:9]2.[C:19](C1NC=CN=1)(C1NC=CN=1)=[O:20].[NH:31]1[CH2:36][CH2:35][CH:34]([N:37]2[CH2:46][CH:45]3[C:40](=[CH:41][CH:42]=[CH:43][CH2:44]3)[NH:39][C:38]2=[O:47])[CH2:33][CH2:32]1. Product: [CH3:1][O:2][C:3](=[O:18])[CH:4]([NH:17][C:19]([N:31]1[CH2:32][CH2:33][CH:34]([N:37]2[CH2:46][C:45]3[C:40](=[CH:41][CH:42]=[CH:43][CH:44]=3)[NH:39][C:38]2=[O:47])[CH2:35][CH2:36]1)=[O:20])[CH2:5][C:6]1[CH:7]=[C:8]2[C:12](=[C:13]([CH2:15][CH3:16])[CH:14]=1)[NH:11][N:10]=[CH:9]2. The catalyst class is: 7. (2) Reactant: [CH3:1][O:2][C:3](=[O:37])[C:4]1[CH:9]=[CH:8][C:7]([CH2:10][CH2:11][CH2:12][N:13]2[C:17](=[O:18])[CH2:16][CH2:15][CH:14]2[CH2:19][CH2:20][CH:21]([O:29][Si](C(C)(C)C)(C)C)[CH2:22][C:23]2[CH:28]=[CH:27][CH:26]=[CH:25][CH:24]=2)=[CH:6][CH:5]=1.[F-].C([N+](CCCC)(CCCC)CCCC)CCC. Product: [CH3:1][O:2][C:3](=[O:37])[C:4]1[CH:5]=[CH:6][C:7]([CH2:10][CH2:11][CH2:12][N:13]2[C:17](=[O:18])[CH2:16][CH2:15][CH:14]2[CH2:19][CH2:20][CH:21]([OH:29])[CH2:22][C:23]2[CH:24]=[CH:25][CH:26]=[CH:27][CH:28]=2)=[CH:8][CH:9]=1. The catalyst class is: 1. (3) Reactant: [N+:1]([C:4]1[CH:5]=[N:6][C:7]2[C:12]([C:13]=1[NH2:14])=[CH:11][CH:10]=[CH:9][CH:8]=2)([O-])=O. Product: [NH2:1][C:4]1[CH:5]=[N:6][C:7]2[C:12]([C:13]=1[NH2:14])=[CH:11][CH:10]=[CH:9][CH:8]=2. The catalyst class is: 29. (4) Reactant: [NH2:1][C:2]1[NH:3][CH:4]=[CH:5][N:6]=1.C(N(CC)CC)C.[C:14]1([O:20]C(Cl)=O)C=CC=CC=1.[NH2:24][C:25]1[CH:48]=[CH:47][C:28]([O:29][C:30]2[C:39]3[C:34](=[CH:35][C:36]([O:42][CH2:43][CH2:44][O:45][CH3:46])=[C:37]([C:40]#[N:41])[CH:38]=3)[N:33]=[CH:32][CH:31]=2)=[CH:27][CH:26]=1. Product: [C:40]([C:37]1[CH:38]=[C:39]2[C:34](=[CH:35][C:36]=1[O:42][CH2:43][CH2:44][O:45][CH3:46])[N:33]=[CH:32][CH:31]=[C:30]2[O:29][C:28]1[CH:27]=[CH:26][C:25]([NH:24][C:14]([NH:1][C:2]2[NH:3][CH:4]=[CH:5][N:6]=2)=[O:20])=[CH:48][CH:47]=1)#[N:41]. The catalyst class is: 255. (5) Product: [Cl:15][C:16]1[CH:17]=[C:18]([CH:22]=[CH:23][N:24]=1)[C:19]([NH:14][C:10]1[CH:11]=[N:12][CH:13]=[C:8]([C:3]2[CH:4]=[CH:5][CH:6]=[CH:7][C:2]=2[F:1])[CH:9]=1)=[O:20]. Reactant: [F:1][C:2]1[CH:7]=[CH:6][CH:5]=[CH:4][C:3]=1[C:8]1[CH:9]=[C:10]([NH2:14])[CH:11]=[N:12][CH:13]=1.[Cl:15][C:16]1[CH:17]=[C:18]([CH:22]=[CH:23][N:24]=1)[C:19](O)=[O:20].CCN(C(C)C)C(C)C.C(P1(=O)OP(CCC)(=O)OP(CCC)(=O)O1)CC. The catalyst class is: 31. (6) Reactant: [Cl:1][C:2]1[N:11]=[C:10](Cl)[C:9]2[C:4](=[CH:5][CH:6]=[C:7]([O:13][CH3:14])[CH:8]=2)[N:3]=1.C(N(CC)CC)C.[C:22]([O:26][C:27]([NH:29][C@@H:30]1[CH2:35][CH2:34][CH2:33][CH2:32][C@@H:31]1[NH2:36])=[O:28])([CH3:25])([CH3:24])[CH3:23]. Product: [C:22]([O:26][C:27]([NH:29][C@@H:30]1[CH2:35][CH2:34][CH2:33][CH2:32][C@@H:31]1[NH:36][C:10]1[C:9]2[C:4](=[CH:5][CH:6]=[C:7]([O:13][CH3:14])[CH:8]=2)[N:3]=[C:2]([Cl:1])[N:11]=1)=[O:28])([CH3:25])([CH3:23])[CH3:24]. The catalyst class is: 2. (7) Reactant: [Li].C1(C)C=CC=CC=1.[F:9][C:10]1[CH:11]=[C:12]([CH:16]=[C:17]([F:21])[C:18]=1[O:19][CH3:20])[C:13](O)=[O:14].S(=O)(=O)(O)O. Product: [F:9][C:10]1[CH:11]=[C:12]([CH2:13][OH:14])[CH:16]=[C:17]([F:21])[C:18]=1[O:19][CH3:20]. The catalyst class is: 1.